Dataset: Catalyst prediction with 721,799 reactions and 888 catalyst types from USPTO. Task: Predict which catalyst facilitates the given reaction. (1) The catalyst class is: 1. Reactant: [H-].[Al+3].[Li+].[H-].[H-].[H-].C[O:8][C:9](=O)[C:10]1[CH:15]=[CH:14][CH:13]=[CH:12][C:11]=1[S:16][C:17]1[C:18]2[CH:26]=[CH:25][CH:24]=[CH:23][C:19]=2[S:20][C:21]=1[CH3:22]. Product: [CH3:22][C:21]1[S:20][C:19]2[CH:23]=[CH:24][CH:25]=[CH:26][C:18]=2[C:17]=1[S:16][C:11]1[CH:12]=[CH:13][CH:14]=[CH:15][C:10]=1[CH2:9][OH:8]. (2) Reactant: [OH:1][C:2]1[CH:7]=[CH:6][C:5]([C:8]2[CH2:9][O:10][C:11]3[C:16]([C:17]=2[C:18]2[CH:23]=[CH:22][C:21]([O:24][CH3:25])=[CH:20][CH:19]=2)=[CH:15][CH:14]=[C:13]([OH:26])[CH:12]=3)=[CH:4][CH:3]=1. Product: [OH:1][C:2]1[CH:3]=[CH:4][C:5]([CH:8]2[CH:17]([C:18]3[CH:23]=[CH:22][C:21]([O:24][CH3:25])=[CH:20][CH:19]=3)[C:16]3[C:11](=[CH:12][C:13]([OH:26])=[CH:14][CH:15]=3)[O:10][CH2:9]2)=[CH:6][CH:7]=1. The catalyst class is: 8.